The task is: Predict the product of the given reaction.. This data is from Forward reaction prediction with 1.9M reactions from USPTO patents (1976-2016). (1) Given the reactants [Br:1][C:2]1[CH:3]=[C:4]([CH2:22][CH:23]([OH:28])[C:24]([O:26][CH3:27])=[O:25])[CH:5]=[C:6]([Br:21])[C:7]=1[O:8][C:9]1[CH:14]=[C:13]([CH:15]([CH3:17])[CH3:16])[C:12]([O:18]C)=[C:11]([I:20])[CH:10]=1.CSC.B(F)(F)F, predict the reaction product. The product is: [Br:1][C:2]1[CH:3]=[C:4]([CH2:22][CH:23]([OH:28])[C:24]([O:26][CH3:27])=[O:25])[CH:5]=[C:6]([Br:21])[C:7]=1[O:8][C:9]1[CH:14]=[C:13]([CH:15]([CH3:17])[CH3:16])[C:12]([OH:18])=[C:11]([I:20])[CH:10]=1. (2) Given the reactants CS(O[N:6]=[C:7](Cl)[C@H:8]1[CH2:12][O:11][C:10]2([CH2:17][CH2:16][CH2:15][CH2:14][CH2:13]2)[O:9]1)(=O)=O.N1C=CC=CC=1.[S-:25][C:26]#[N:27].[Na+].[Br:29][C:30]1[CH:31]=[C:32]([O:37][C:38]2[C:39]([CH3:44])=[N:40][CH:41]=[CH:42][CH:43]=2)[C:33]([NH2:36])=[N:34][CH:35]=1, predict the reaction product. The product is: [Br:29][C:30]1[CH:31]=[C:32]([O:37][C:38]2[C:39]([CH3:44])=[N:40][CH:41]=[CH:42][CH:43]=2)[C:33]([NH:36][C:26]2[S:25][N:6]=[C:7]([C@H:8]3[CH2:12][O:11][C:10]4([CH2:13][CH2:14][CH2:15][CH2:16][CH2:17]4)[O:9]3)[N:27]=2)=[N:34][CH:35]=1. (3) The product is: [F:1][C:2]([F:14])([F:13])[S:3]([C:6]1[CH:7]=[C:8]([S:20]([Cl:15])(=[O:22])=[O:21])[CH:9]=[CH:10][CH:11]=1)(=[O:5])=[O:4]. Given the reactants [F:1][C:2]([F:14])([F:13])[S:3]([C:6]1[CH:7]=[C:8](N)[CH:9]=[CH:10][CH:11]=1)(=[O:5])=[O:4].[ClH:15].N([O-])=O.[Na+].[S:20](=[O:22])=[O:21], predict the reaction product. (4) Given the reactants [F:1][CH:2]([F:19])[N:3]1[C:7]([CH3:8])=[C:6]([C:9]2[C:10]([CH3:17])=[C:11]([CH2:15]O)[CH:12]=[CH:13][CH:14]=2)[C:5]([CH3:18])=[N:4]1.[N+](C1C=CC=CC=1S([NH:32][C:33]1[CH:46]=[CH:45][C:36]2[C@H:37]([CH2:40][C:41]([O:43][CH3:44])=[O:42])[CH2:38][O:39][C:35]=2[CH:34]=1)(=O)=O)([O-])=O.C1(P(C2C=CC=CC=2)C2C=CC=CC=2)C=CC=CC=1.C1(C)C=CC=CC=1.N(C(OCC)=O)=NC(OCC)=O.SCC(O)=O.O.[OH-].[Li+], predict the reaction product. The product is: [F:1][CH:2]([F:19])[N:3]1[C:7]([CH3:8])=[C:6]([C:9]2[C:10]([CH3:17])=[C:11]([CH:12]=[CH:13][CH:14]=2)[CH2:15][NH:32][C:33]2[CH:46]=[CH:45][C:36]3[C@H:37]([CH2:40][C:41]([O:43][CH3:44])=[O:42])[CH2:38][O:39][C:35]=3[CH:34]=2)[C:5]([CH3:18])=[N:4]1. (5) Given the reactants [C:1]([NH:9][C:10]([NH:12][C:13]1[CH:18]=[C:17]([N:19]([CH2:21][CH2:22][O:23][CH3:24])[CH3:20])[CH:16]=[CH:15][C:14]=1[O:25][CH3:26])=[S:11])(=[O:8])[C:2]1[CH:7]=[CH:6][CH:5]=[CH:4][CH:3]=1.BrBr, predict the reaction product. The product is: [CH3:26][O:25][C:14]1[C:13]2[N:12]=[C:10]([NH:9][C:1](=[O:8])[C:2]3[CH:7]=[CH:6][CH:5]=[CH:4][CH:3]=3)[S:11][C:18]=2[C:17]([N:19]([CH2:21][CH2:22][O:23][CH3:24])[CH3:20])=[CH:16][CH:15]=1.